Task: Predict which catalyst facilitates the given reaction.. Dataset: Catalyst prediction with 721,799 reactions and 888 catalyst types from USPTO Reactant: [Cl:1][C:2]1[CH:3]=[CH:4][C:5]2[N:9]=[CH:8][N:7]([CH3:10])[C:6]=2[CH:11]=1.[Li+].CC([N-]C(C)C)C.[I:20]CCI.O. Product: [Cl:1][C:2]1[CH:3]=[CH:4][C:5]2[N:9]=[C:8]([I:20])[N:7]([CH3:10])[C:6]=2[CH:11]=1. The catalyst class is: 1.